This data is from Full USPTO retrosynthesis dataset with 1.9M reactions from patents (1976-2016). The task is: Predict the reactants needed to synthesize the given product. (1) Given the product [Si:1]([O:8][CH2:9][C@@H:10]1[C:14]([C:15](=[O:17])[CH2:26][Cl:27])=[CH:13][CH2:12][N:11]1[C:19]([O:21][CH2:22][CH:23]=[CH2:24])=[O:20])([C:4]([CH3:7])([CH3:5])[CH3:6])([CH3:3])[CH3:2], predict the reactants needed to synthesize it. The reactants are: [Si:1]([O:8][CH2:9][C@@H:10]1[C:14]([C:15]([O:17]C)=O)=[CH:13][CH2:12][N:11]1[C:19]([O:21][CH2:22][CH:23]=[CH2:24])=[O:20])([C:4]([CH3:7])([CH3:6])[CH3:5])([CH3:3])[CH3:2].Br[CH2:26][Cl:27].C([Li])CCC.CCCCCC.P([O-])([O-])([O-])=O. (2) Given the product [CH3:1][S:2][C:3]1[CH:4]=[CH:5][C:6]([C@H:9]2[C@H:18]3[CH2:19][CH2:20][N:21]([C:37]([C@H:32]4[CH2:33][CH2:34][CH2:35][CH2:36][C@H:31]4[NH:30][C:22](=[O:29])[C:23]4[CH:24]=[CH:25][CH:26]=[CH:27][CH:28]=4)=[O:38])[C@H:17]3[C:16]3[CH:15]=[CH:14][CH:13]=[CH:12][C:11]=3[NH:10]2)=[CH:7][CH:8]=1, predict the reactants needed to synthesize it. The reactants are: [CH3:1][S:2][C:3]1[CH:8]=[CH:7][C:6]([C@H:9]2[C@H:18]3[CH2:19][CH2:20][NH:21][C@H:17]3[C:16]3[CH:15]=[CH:14][CH:13]=[CH:12][C:11]=3[NH:10]2)=[CH:5][CH:4]=1.[C:22]([NH:30][C@@H:31]1[CH2:36][CH2:35][CH2:34][CH2:33][C@@H:32]1[C:37](O)=[O:38])(=[O:29])[C:23]1[CH:28]=[CH:27][CH:26]=[CH:25][CH:24]=1.C(N(CC)CC)C.CCOC(OC(OCC)=O)=O. (3) Given the product [F:1][C:2]1[CH:10]=[C:9]([F:11])[CH:8]=[C:7]2[C:3]=1[C:4]([S:12][CH2:13][C:14]([OH:16])=[O:15])=[CH:5][NH:6]2, predict the reactants needed to synthesize it. The reactants are: [F:1][C:2]1[CH:10]=[C:9]([F:11])[CH:8]=[C:7]2[C:3]=1[C:4]([S:12][CH2:13][C:14]([O:16]C)=[O:15])=[CH:5][NH:6]2. (4) Given the product [F:1][C:2]1[CH:3]=[C:4]([CH:7]=[CH:8][CH:9]=1)[CH:5]=[CH:11][C:12]([OH:14])=[O:13], predict the reactants needed to synthesize it. The reactants are: [F:1][C:2]1[CH:3]=[C:4]([CH:7]=[CH:8][CH:9]=1)[CH:5]=O.C(O)(=O)[CH2:11][C:12]([OH:14])=[O:13].N1CCCCC1.N1C=CC=CC=1.Cl. (5) Given the product [CH2:28]([CH:30]([CH2:36][C:37]1[CH:42]=[CH:41][C:40]([O:43][CH3:44])=[C:39]([CH2:45][NH:46][C:7](=[O:9])[C:6]2[CH:5]=[CH:4][C:3]([C:2]([F:1])([F:13])[F:12])=[CH:11][CH:10]=2)[CH:38]=1)[C:31]([O:33][CH2:34][CH3:35])=[O:32])[CH3:29], predict the reactants needed to synthesize it. The reactants are: [F:1][C:2]([F:13])([F:12])[C:3]1[CH:11]=[CH:10][C:6]([C:7]([OH:9])=O)=[CH:5][CH:4]=1.C(N(CC)CC)C.C(Cl)(=O)OCC.Cl.[CH2:28]([CH:30]([CH2:36][C:37]1[CH:42]=[CH:41][C:40]([O:43][CH3:44])=[C:39]([CH2:45][NH2:46])[CH:38]=1)[C:31]([O:33][CH2:34][CH3:35])=[O:32])[CH3:29]. (6) Given the product [CH:9]1([CH2:12][CH2:13][NH:14][C:15]([C:17]2[N:18]=[N:19][C:20]([N:23]3[CH2:28][CH2:27][N:26]([C:4](=[O:5])[CH:3]([CH2:7][CH3:8])[CH2:1][CH3:2])[CH2:25][CH2:24]3)=[CH:21][CH:22]=2)=[O:16])[CH2:11][CH2:10]1, predict the reactants needed to synthesize it. The reactants are: [CH2:1]([CH:3]([CH2:7][CH3:8])[C:4](Cl)=[O:5])[CH3:2].[CH:9]1([CH2:12][CH2:13][NH:14][C:15]([C:17]2[N:18]=[N:19][C:20]([N:23]3[CH2:28][CH2:27][NH:26][CH2:25][CH2:24]3)=[CH:21][CH:22]=2)=[O:16])[CH2:11][CH2:10]1. (7) Given the product [F:1][C:2]([F:29])([F:30])[CH:3]([N:7]1[CH:11]=[C:10]([C:12]2[C:13]3[CH:20]=[CH:19][N:18]([CH2:21][O:22][CH2:23][CH2:24][Si:25]([CH3:26])([CH3:27])[CH3:28])[C:14]=3[N:15]=[CH:16][N:17]=2)[CH:9]=[N:8]1)[CH2:4][CH:5]=[O:42], predict the reactants needed to synthesize it. The reactants are: [F:1][C:2]([F:30])([F:29])[CH:3]([N:7]1[CH:11]=[C:10]([C:12]2[C:13]3[CH:20]=[CH:19][N:18]([CH2:21][O:22][CH2:23][CH2:24][Si:25]([CH3:28])([CH3:27])[CH3:26])[C:14]=3[N:15]=[CH:16][N:17]=2)[CH:9]=[N:8]1)[CH2:4][C:5]#N.[H-].C([Al+]CC(C)C)C(C)C.C[OH:42].Cl. (8) Given the product [CH:1]1([C:6]2[C:14]3[C:9](=[CH:10][CH:11]=[CH:12][CH:13]=3)[N:8]([S:15]([C:18]3[CH:19]=[CH:20][CH:21]=[CH:25][C:26]=3[C:68]([NH:69][CH2:73][C:61]3[CH:62]=[N:63][CH:64]=[CH:65][CH:66]=3)=[O:43])(=[O:17])=[O:16])[CH:7]=2)[CH2:5][CH2:4][CH2:3][CH2:2]1, predict the reactants needed to synthesize it. The reactants are: [CH:1]1([C:6]2[C:14]3[C:9](=[CH:10][CH:11]=[CH:12][CH:13]=3)[N:8]([S:15]([C:18]3[CH:26]=[CH:25][C:21](C(O)=O)=[CH:20][CH:19]=3)(=[O:17])=[O:16])[CH:7]=2)[CH2:5][CH2:4][CH2:3][CH2:2]1.C1CN([P+]([O:43]N2N=NC3C=CC=CC2=3)(N2CCCC2)N2CCCC2)CC1.F[P-](F)(F)(F)(F)F.N[C:61]1[CH:62]=[N:63][CH:64]=[CH:65][CH:66]=1.C[CH2:68][N:69]([CH:73](C)C)C(C)C.